Dataset: NCI-60 drug combinations with 297,098 pairs across 59 cell lines. Task: Regression. Given two drug SMILES strings and cell line genomic features, predict the synergy score measuring deviation from expected non-interaction effect. Drug 1: CC12CCC3C(C1CCC2O)C(CC4=C3C=CC(=C4)O)CCCCCCCCCS(=O)CCCC(C(F)(F)F)(F)F. Drug 2: C1=NC(=NC(=O)N1C2C(C(C(O2)CO)O)O)N. Cell line: SK-MEL-5. Synergy scores: CSS=6.82, Synergy_ZIP=-5.48, Synergy_Bliss=-1.75, Synergy_Loewe=-8.67, Synergy_HSA=-2.07.